Dataset: Reaction yield outcomes from USPTO patents with 853,638 reactions. Task: Predict the reaction yield, written as a fraction of the theoretical maximum amount of product (1.0 means a 100% yield; for example, 0.34 means a 34% yield). The reactants are [CH3:1][C:2]1[CH:6]=[C:5]([NH:7][S:8]([C:11]2[CH:16]=[CH:15][C:14](Br)=[CH:13][CH:12]=2)(=[O:10])=[O:9])[O:4][N:3]=1.[CH2:18]1[O:26][C:25]2[CH:24]=[CH:23][C:22](B(O)O)=[CH:21][C:20]=2[O:19]1. No catalyst specified. The product is [CH3:1][C:2]1[CH:6]=[C:5]([NH:7][S:8]([C:11]2[CH:16]=[CH:15][C:14]([C:23]3[CH:22]=[CH:21][C:20]4[O:19][CH2:18][O:26][C:25]=4[CH:24]=3)=[CH:13][CH:12]=2)(=[O:10])=[O:9])[O:4][N:3]=1. The yield is 0.670.